Dataset: M1 muscarinic receptor agonist screen with 61,833 compounds. Task: Binary Classification. Given a drug SMILES string, predict its activity (active/inactive) in a high-throughput screening assay against a specified biological target. (1) The drug is Fc1ccc(CNC(=O)C2CN(CCC(C)C)C(=O)C2)cc1. The result is 0 (inactive). (2) The compound is o1c2c(c3nc(NC(=O)Cc4ccc(OC)cc4)cc(c3c1=O)C)cccc2. The result is 0 (inactive). (3) The result is 0 (inactive). The molecule is S1C(N2CCOCC2)C(=O)Nc2c1ccc(C(=O)N1CCN(CC1)C)c2. (4) The drug is O1c2cc(CNc3ncnc4n(ncc34)c3ccccc3)ccc2OC1. The result is 0 (inactive). (5) The drug is S(=O)(=O)(N1CC(N(CC1)c1cc(ccc1)C)C)c1cc2c(n(c(=O)n(c2=O)C)C)cc1. The result is 0 (inactive). (6) The molecule is O=C/1N(CC=C)C(=O)NC(=O)C1=C(\NCc1cc(OC)cc(OC)c1)CC. The result is 0 (inactive).